From a dataset of Forward reaction prediction with 1.9M reactions from USPTO patents (1976-2016). Predict the product of the given reaction. (1) The product is: [OH:7][CH2:8][CH2:9][CH2:10][O:11][C:12]1[CH:13]=[C:14]([CH:22]=[CH:23][CH:24]=1)[O:15][CH2:16][C:17]([O:19][CH2:20][CH3:21])=[O:18]. Given the reactants O1CCCCC1[O:7][CH2:8][CH2:9][CH2:10][O:11][C:12]1[CH:13]=[C:14]([CH:22]=[CH:23][CH:24]=1)[O:15][CH2:16][C:17]([O:19][CH2:20][CH3:21])=[O:18].Cl.C([O-])(O)=O.[Na+], predict the reaction product. (2) Given the reactants Cl[C:2]1([C:12]2[CH:17]=[CH:16][C:15]([Cl:18])=[CH:14][CH:13]=2)[C:10]2[C:5](=[CH:6][CH:7]=[CH:8][CH:9]=2)[C:4](=[O:11])[O:3]1.[Cl:19][C:20]1[CH:27]=[CH:26][C:23]([CH2:24][NH2:25])=[CH:22][CH:21]=1.C(N(CC)CC)C, predict the reaction product. The product is: [Cl:19][C:20]1[CH:27]=[CH:26][C:23]([CH2:24][N:25]2[C:2]([C:12]3[CH:17]=[CH:16][C:15]([Cl:18])=[CH:14][CH:13]=3)([OH:3])[C:10]3[C:5](=[CH:6][CH:7]=[CH:8][CH:9]=3)[C:4]2=[O:11])=[CH:22][CH:21]=1. (3) Given the reactants C(O)(=O)C.[NH:5]1[CH2:10][CH2:9][CH:8]([C@H:11]([OH:13])[CH3:12])[CH2:7][CH2:6]1.C([O-])([O-])=O.[K+].[K+].Cl[C:21]([O:23][CH:24]([CH3:26])[CH3:25])=[O:22], predict the reaction product. The product is: [OH:13][C@@H:11]([CH:8]1[CH2:9][CH2:10][N:5]([C:21]([O:23][CH:24]([CH3:26])[CH3:25])=[O:22])[CH2:6][CH2:7]1)[CH3:12].